The task is: Predict the reaction yield, written as a fraction of the theoretical maximum amount of product (1.0 means a 100% yield; for example, 0.34 means a 34% yield).. This data is from Reaction yield outcomes from USPTO patents with 853,638 reactions. (1) The reactants are [CH2:1]([OH:8])[C:2]1[CH:7]=[CH:6][CH:5]=[CH:4][CH:3]=1.[H-].[Na+].F[C:12]1[CH:17]=[CH:16][C:15]([N+:18]([O-:20])=[O:19])=[C:14]([CH2:21][C:22](OC)([O:24]C)[CH3:23])[C:13]=1[F:28]. The catalyst is CC(N(C)C)=O.Cl. The product is [C:22]([CH2:21][C:14]1[C:13]([F:28])=[C:12]([O:8][CH2:1][C:2]2[CH:7]=[CH:6][CH:5]=[CH:4][CH:3]=2)[CH:17]=[CH:16][C:15]=1[N+:18]([O-:20])=[O:19])(=[O:24])[CH3:23]. The yield is 0.560. (2) The reactants are [CH3:1][C:2]1[C:6]([C:7]2[O:8][C:9]3[CH:15]=[CH:14][C:13]([CH2:16][C:17]([OH:19])=O)=[CH:12][C:10]=3[CH:11]=2)=[C:5]([CH3:20])[O:4][N:3]=1.[CH3:21][C:22]1[CH:27]=[C:26]([CH3:28])[CH:25]=[CH:24][C:23]=1[CH:29]([NH2:35])[CH2:30][CH2:31][CH:32]([CH3:34])[CH3:33].C(Cl)CCl.C1C=CC2N(O)N=NC=2C=1.CCN(C(C)C)C(C)C. The catalyst is C(Cl)Cl.O. The product is [CH3:1][C:2]1[C:6]([C:7]2[O:8][C:9]3[CH:15]=[CH:14][C:13]([CH2:16][C:17]([NH:35][CH:29]([C:23]4[CH:24]=[CH:25][C:26]([CH3:28])=[CH:27][C:22]=4[CH3:21])[CH2:30][CH2:31][CH:32]([CH3:34])[CH3:33])=[O:19])=[CH:12][C:10]=3[CH:11]=2)=[C:5]([CH3:20])[O:4][N:3]=1. The yield is 0.330. (3) The reactants are [NH2:1][C:2]1[CH:10]=[C:9]([Cl:11])[CH:8]=[CH:7][C:3]=1[C:4]([OH:6])=[O:5].C(=O)(O)[O-].[Na+].[O-]S([O-])(=O)=O.[Na+].[Na+].[C:24](Cl)(=O)[CH2:25][CH:26]([CH3:28])[CH3:27].C(=O)=O. The catalyst is C1COCC1. The product is [Cl:11][C:9]1[CH:8]=[CH:7][C:3]2[C:4](=[O:6])[O:5][C:24]([CH2:25][CH:26]([CH3:28])[CH3:27])=[N:1][C:2]=2[CH:10]=1. The yield is 0.900. (4) The reactants are [Cl:1][C:2]1[CH:3]=[C:4]([NH:9][C:10]([N:12]2[CH2:17][CH2:16][N:15]([CH2:18][C@@H:19]3[O:24][CH2:23][CH2:22][N:21](C(OC(C)(C)C)=O)[CH2:20]3)[CH2:14][CH2:13]2)=[O:11])[CH:5]=[CH:6][C:7]=1[F:8].C(O)(C(F)(F)F)=O. The catalyst is ClCCl. The product is [Cl:1][C:2]1[CH:3]=[C:4]([NH:9][C:10]([N:12]2[CH2:17][CH2:16][N:15]([CH2:18][C@@H:19]3[O:24][CH2:23][CH2:22][NH:21][CH2:20]3)[CH2:14][CH2:13]2)=[O:11])[CH:5]=[CH:6][C:7]=1[F:8]. The yield is 1.00.